This data is from Forward reaction prediction with 1.9M reactions from USPTO patents (1976-2016). The task is: Predict the product of the given reaction. Given the reactants C([N:8]1[CH2:13][CH2:12][N:11]([C:14]2[N:19]=[C:18]([NH:20][C:21]3[CH:26]=[CH:25][C:24]([CH3:27])=[CH:23][CH:22]=3)[CH:17]=[C:16]([N:28]3[CH2:33][CH2:32][CH2:31][CH2:30][CH2:29]3)[N:15]=2)[CH2:10][CH2:9]1)C1C=CC=CC=1.C([O-])=O.[NH4+], predict the reaction product. The product is: [CH3:27][C:24]1[CH:23]=[CH:22][C:21]([NH:20][C:18]2[CH:17]=[C:16]([N:28]3[CH2:29][CH2:30][CH2:31][CH2:32][CH2:33]3)[N:15]=[C:14]([N:11]3[CH2:10][CH2:9][NH:8][CH2:13][CH2:12]3)[N:19]=2)=[CH:26][CH:25]=1.